From a dataset of Forward reaction prediction with 1.9M reactions from USPTO patents (1976-2016). Predict the product of the given reaction. (1) Given the reactants CCN(CC)CC.Br[CH2:9][CH2:10][CH2:11][CH2:12][C:13](Cl)=[O:14].[NH2:16][C:17]1[CH:22]=[CH:21][C:20]([B:23]2[O:31][C:28]([CH3:30])([CH3:29])[C:25]([CH3:27])([CH3:26])[O:24]2)=[CH:19][CH:18]=1.[H-].[Na+], predict the reaction product. The product is: [CH3:29][C:28]1([CH3:30])[C:25]([CH3:26])([CH3:27])[O:24][B:23]([C:20]2[CH:21]=[CH:22][C:17]([N:16]3[CH2:9][CH2:10][CH2:11][CH2:12][C:13]3=[O:14])=[CH:18][CH:19]=2)[O:31]1. (2) The product is: [O:7]([C:19]1[C:20]([F:21])=[C:15]([F:14])[N:16]=[CH:17][N:18]=1)[C:1]1[CH:6]=[CH:5][CH:4]=[CH:3][CH:2]=1. Given the reactants [C:1]1([OH:7])[CH:6]=[CH:5][CH:4]=[CH:3][CH:2]=1.CC(C)([O-])C.[K+].[F:14][C:15]1[C:20]([F:21])=[C:19](F)[N:18]=[CH:17][N:16]=1, predict the reaction product. (3) Given the reactants [C:1]([O:5][C:6]([NH:8][CH:9]([CH2:12][O:13][Si:14]([C:27]([CH3:30])([CH3:29])[CH3:28])([C:21]1[CH:26]=[CH:25][CH:24]=[CH:23][CH:22]=1)[C:15]1[CH:20]=[CH:19][CH:18]=[CH:17][CH:16]=1)[CH2:10][OH:11])=[O:7])([CH3:4])([CH3:3])[CH3:2].CC(OI1(OC(C)=O)(OC(C)=O)OC(=O)C2C=CC=CC1=2)=O.C(=O)(O)[O-].[Na+].S([O-])([O-])=O.[Na+].[Na+], predict the reaction product. The product is: [C:1]([O:5][C:6]([NH:8][CH:9]([CH2:12][O:13][Si:14]([C:27]([CH3:30])([CH3:29])[CH3:28])([C:15]1[CH:16]=[CH:17][CH:18]=[CH:19][CH:20]=1)[C:21]1[CH:22]=[CH:23][CH:24]=[CH:25][CH:26]=1)[CH:10]=[O:11])=[O:7])([CH3:4])([CH3:2])[CH3:3]. (4) Given the reactants Cl[CH2:2][CH2:3][CH2:4][C:5]#[C:6][C:7]1[CH:12]=[CH:11][C:10]([C:13]2[O:17][C:16]([CH3:18])=[N:15][CH:14]=2)=[C:9]([O:19][CH3:20])[CH:8]=1.C1(C(C2C=CC=CC=2)=[N:28][CH2:29][C:30]([O:32][CH2:33][CH3:34])=[O:31])C=CC=CC=1.C(=O)([O-])[O-].[K+].[K+], predict the reaction product. The product is: [NH2:28][CH:29]([CH2:2][CH2:3][CH2:4][C:5]#[C:6][C:7]1[CH:12]=[CH:11][C:10]([C:13]2[O:17][C:16]([CH3:18])=[N:15][CH:14]=2)=[C:9]([O:19][CH3:20])[CH:8]=1)[C:30]([O:32][CH2:33][CH3:34])=[O:31]. (5) Given the reactants [Br:1][C:2]1[C:3]([C:18]#[N:19])=[C:4]([N+:15]([O-])=O)[S:5][C:6]=1[C:7]1[CH:12]=[C:11]([CH3:13])[CH:10]=[CH:9][C:8]=1[CH3:14].[OH-].[Na+], predict the reaction product. The product is: [NH2:15][C:4]1[S:5][C:6]([C:7]2[CH:12]=[C:11]([CH3:13])[CH:10]=[CH:9][C:8]=2[CH3:14])=[C:2]([Br:1])[C:3]=1[C:18]#[N:19].